The task is: Predict which catalyst facilitates the given reaction.. This data is from Catalyst prediction with 721,799 reactions and 888 catalyst types from USPTO. (1) Reactant: [C:1]([C:5]1[CH:6]=[CH:7][C:8]([CH3:20])=[C:9]([NH:11][C:12]([O:14]CC(Cl)(Cl)Cl)=O)[CH:10]=1)([CH3:4])([CH3:3])[CH3:2].[NH2:21][C:22]1[C:31]2[C:26](=[CH:27][CH:28]=[CH:29][CH:30]=2)[C:25]([C:32]2[CH:33]=[N:34][C:35]([CH2:38][N:39]3[CH2:44][CH2:43][O:42][CH2:41][CH2:40]3)=[CH:36][CH:37]=2)=[CH:24][CH:23]=1.C(N(C(C)C)CC)(C)C.CS(C)=O. Product: [C:1]([C:5]1[CH:6]=[CH:7][C:8]([CH3:20])=[C:9]([NH:11][C:12]([NH:21][C:22]2[C:31]3[C:26](=[CH:27][CH:28]=[CH:29][CH:30]=3)[C:25]([C:32]3[CH:33]=[N:34][C:35]([CH2:38][N:39]4[CH2:40][CH2:41][O:42][CH2:43][CH2:44]4)=[CH:36][CH:37]=3)=[CH:24][CH:23]=2)=[O:14])[CH:10]=1)([CH3:2])([CH3:3])[CH3:4]. The catalyst class is: 13. (2) Reactant: [Cl-].[Al+3].[Cl-].[Cl-].[C:5](Cl)(=[O:9])[CH:6]([CH3:8])[CH3:7].ClCCl.O.[S:15]1[CH:19]=[CH:18][N:17]2[CH:20]=[N:21][CH:22]=[C:16]12. Product: [C:5]([C:22]1[N:21]=[CH:20][N:17]2[CH:18]=[CH:19][S:15][C:16]=12)(=[O:9])[CH:6]([CH3:8])[CH3:7]. The catalyst class is: 534. (3) Reactant: C([O:5][C:6]([C:8]1[S:12][C:11]([O:13][C:14]2[CH:15]=[C:16]([CH3:30])[C:17]3[CH:21]([CH2:22][C:23]([O:25][CH2:26][CH3:27])=[O:24])[O:20][B:19]([OH:28])[C:18]=3[CH:29]=2)=[N:10][CH:9]=1)=[O:7])(C)(C)C. Product: [CH2:26]([O:25][C:23]([CH2:22][CH:21]1[O:20][B:19]([OH:28])[C:18]2[CH:29]=[C:14]([O:13][C:11]3[S:12][C:8]([C:6]([OH:7])=[O:5])=[CH:9][N:10]=3)[CH:15]=[C:16]([CH3:30])[C:17]1=2)=[O:24])[CH3:27]. The catalyst class is: 67. (4) Reactant: FC(F)(F)C(O)=O.[NH2:8][CH2:9][CH2:10][N:11]1[CH2:16][CH2:15][N:14]([C:17]([C:19]2[CH:24]=[CH:23][C:22]([Cl:25])=[C:21]([Cl:26])[CH:20]=2)=[O:18])[CH2:13][CH2:12]1.[CH3:27][O:28][C:29]1[CH:30]=[C:31]([CH:35]=[CH:36][CH:37]=1)[C:32](Cl)=[O:33].O.Cl. Product: [ClH:25].[Cl:26][C:21]1[CH:20]=[C:19]([CH:24]=[CH:23][C:22]=1[Cl:25])[C:17]([N:14]1[CH2:15][CH2:16][N:11]([CH2:10][CH2:9][NH:8][C:32](=[O:33])[C:31]2[CH:35]=[CH:36][CH:37]=[C:29]([O:28][CH3:27])[CH:30]=2)[CH2:12][CH2:13]1)=[O:18]. The catalyst class is: 300. (5) Reactant: [CH3:1][O:2][C:3]1[CH:4]=[N:5][C:6]2[C:11]([CH:12]=1)=[CH:10][C:9]([CH2:13][C:14]([O:16][C:17]([CH3:20])([CH3:19])[CH3:18])=[O:15])=[CH:8][CH:7]=2.[CH3:21][Si]([N-][Si](C)(C)C)(C)C.[Li+].IC. Product: [CH3:1][O:2][C:3]1[CH:4]=[N:5][C:6]2[C:11]([CH:12]=1)=[CH:10][C:9]([CH:13]([CH3:21])[C:14]([O:16][C:17]([CH3:20])([CH3:19])[CH3:18])=[O:15])=[CH:8][CH:7]=2. The catalyst class is: 1.